From a dataset of Full USPTO retrosynthesis dataset with 1.9M reactions from patents (1976-2016). Predict the reactants needed to synthesize the given product. (1) Given the product [N:3]1[C:4]2[N:5]([C:8]3[CH:14]=[CH:13][CH:12]=[CH:11][C:9]=3[N:10]=2)[CH:6]=[CH:7][C:2]=1[C:19]#[C:18][CH2:17][CH2:16][CH2:15][OH:20], predict the reactants needed to synthesize it. The reactants are: Br[C:2]1[CH:7]=[CH:6][N:5]2[C:8]3[CH:14]=[CH:13][CH:12]=[CH:11][C:9]=3[N:10]=[C:4]2[N:3]=1.[CH2:15]([OH:20])[CH2:16][CH2:17][C:18]#[CH:19].CCN(C(C)C)C(C)C. (2) Given the product [CH3:17][O:18][C:19]1[CH:20]=[C:21](/[C:22](=[CH:14]/[C:13]2[O:16][C:10]([C:6]3[CH:7]=[CH:8][CH:9]=[C:4]([N+:1]([O-:3])=[O:2])[CH:5]=3)=[CH:11][CH:12]=2)/[C:23]#[N:24])[CH:25]=[CH:26][C:27]=1[O:28][CH3:29], predict the reactants needed to synthesize it. The reactants are: [N+:1]([C:4]1[CH:5]=[C:6]([C:10]2[O:16][C:13]([CH:14]=O)=[CH:12][CH:11]=2)[CH:7]=[CH:8][CH:9]=1)([O-:3])=[O:2].[CH3:17][O:18][C:19]1[CH:20]=[C:21]([CH:25]=[CH:26][C:27]=1[O:28][CH3:29])[CH2:22][C:23]#[N:24]. (3) The reactants are: [NH2:1][C:2]1[N:7]([C:8]2[C:13]([F:14])=[CH:12][C:11]([OH:15])=[CH:10][C:9]=2[F:16])[C:6](=[O:17])[CH:5]=[CH:4][C:3]=1[C:18](=[O:26])[C:19]1[CH:24]=[CH:23][C:22]([F:25])=[CH:21][CH:20]=1.Br[CH2:28][C:29]([O:31][C:32]([CH3:35])([CH3:34])[CH3:33])=[O:30].C(=O)([O-])[O-].[K+].[K+].C(OCC)(=O)C. Given the product [NH2:1][C:2]1[N:7]([C:8]2[C:13]([F:14])=[CH:12][C:11]([O:15][CH2:28][C:29]([O:31][C:32]([CH3:35])([CH3:34])[CH3:33])=[O:30])=[CH:10][C:9]=2[F:16])[C:6](=[O:17])[CH:5]=[CH:4][C:3]=1[C:18](=[O:26])[C:19]1[CH:20]=[CH:21][C:22]([F:25])=[CH:23][CH:24]=1, predict the reactants needed to synthesize it. (4) Given the product [CH3:17][C:8]1[C:9]([CH3:16])=[C:10]([CH3:15])[C:11]([CH3:14])=[C:12]([CH3:13])[C:7]=1[NH:1][CH2:2][CH:3]([NH2:5])[CH3:4], predict the reactants needed to synthesize it. The reactants are: [NH2:1][CH2:2][CH:3]([NH2:5])[CH3:4].Br[C:7]1[C:12]([CH3:13])=[C:11]([CH3:14])[C:10]([CH3:15])=[C:9]([CH3:16])[C:8]=1[CH3:17].CC(C)([O-])C.[Na+].O. (5) Given the product [ClH:40].[NH:31]1[CH2:30][CH:29]([C:26]2[CH:25]=[CH:24][CH:23]=[C:22]3[C:27]=2[CH:28]=[N:20][NH:21]3)[CH2:32]1, predict the reactants needed to synthesize it. The reactants are: C([N:20]1[CH:28]=[C:27]2[C:22]([CH:23]=[CH:24][CH:25]=[C:26]2[CH:29]2[CH2:32][N:31](C(OC(C)(C)C)=O)[CH2:30]2)=[N:21]1)(C1C=CC=CC=1)(C1C=CC=CC=1)C1C=CC=CC=1.[ClH:40]. (6) Given the product [NH2:31][CH:29]([C:26]1[CH:25]=[CH:24][C:23]([C:21]([NH:20][C:4]2[C:5]([CH3:19])=[CH:6][C:7]([C:9]([F:18])([C:10]([F:11])([F:12])[F:13])[C:14]([F:15])([F:16])[F:17])=[CH:8][C:3]=2[CH2:1][CH3:2])=[O:22])=[CH:28][CH:27]=1)[CH3:30], predict the reactants needed to synthesize it. The reactants are: [CH2:1]([C:3]1[CH:8]=[C:7]([C:9]([F:18])([C:14]([F:17])([F:16])[F:15])[C:10]([F:13])([F:12])[F:11])[CH:6]=[C:5]([CH3:19])[C:4]=1[NH:20][C:21]([C:23]1[CH:28]=[CH:27][C:26]([CH:29]([NH:31]C(=O)OC(C)(C)C)[CH3:30])=[CH:25][CH:24]=1)=[O:22])[CH3:2].FC(F)(F)C(O)=O. (7) Given the product [CH3:32][O:33][CH2:34][C:35]1[N:24]([C:21]2[CH:20]=[CH:19][C:18]([C:9]3[N:8]([C:5]4[CH:6]=[N:7][C:2]([CH3:1])=[CH:3][CH:4]=4)[CH:12]=[C:11]([C:13]4[S:14][CH:15]=[CH:16][N:17]=4)[N:10]=3)=[CH:23][CH:22]=2)[C:25]2=[N:26][CH:27]=[CH:28][CH:29]=[C:30]2[N:31]=1, predict the reactants needed to synthesize it. The reactants are: [CH3:1][C:2]1[N:7]=[CH:6][C:5]([N:8]2[CH:12]=[C:11]([C:13]3[S:14][CH:15]=[CH:16][N:17]=3)[N:10]=[C:9]2[C:18]2[CH:23]=[CH:22][C:21]([NH:24][C:25]3[C:30]([NH2:31])=[CH:29][CH:28]=[CH:27][N:26]=3)=[CH:20][CH:19]=2)=[CH:4][CH:3]=1.[CH3:32][O:33][CH2:34][C:35](O)=O.COCC(Cl)=O.CS(O)(=O)=O.C([O-])(O)=O.[Na+]. (8) The reactants are: [Br:1][C:2]1[CH:6]=[CH:5][N:4]([NH:7][C:8](=[O:19])[C@@H:9]([NH:11][C:12]([O:14][C:15]([CH3:18])([CH3:17])[CH3:16])=[O:13])[CH3:10])[C:3]=1[C:20]([O:22]C)=O.[Cl:24][C:25]1[CH:30]=[CH:29][CH:28]=[CH:27][C:26]=1[CH2:31][NH2:32]. Given the product [Br:1][C:2]1[CH:6]=[CH:5][N:4]([NH:7][C:8](=[O:19])[C@@H:9]([NH:11][C:12](=[O:13])[O:14][C:15]([CH3:16])([CH3:17])[CH3:18])[CH3:10])[C:3]=1[C:20](=[O:22])[NH:32][CH2:31][C:26]1[CH:27]=[CH:28][CH:29]=[CH:30][C:25]=1[Cl:24], predict the reactants needed to synthesize it. (9) Given the product [Cl:41][C:25]1[CH:30]=[C:29]([C:31]([F:34])([F:33])[F:32])[N:28]=[CH:27][N:26]=1, predict the reactants needed to synthesize it. The reactants are: C([C@]1(C(N2CCN([C:25]3[CH:30]=[C:29]([C:31]([F:34])([F:33])[F:32])[N:28]=[CH:27][N:26]=3)CC2)=O)CC[C@@H](NC(=O)OC(C)(C)C)C1)(C)C.O1CCOCC1.[ClH:41]. (10) Given the product [NH2:8][C:9]1[CH:17]=[C:16]([C:18]2[CH:23]=[CH:22][CH:21]=[CH:20][CH:19]=2)[C:15]([O:24][CH3:25])=[CH:14][C:10]=1[C:11]([O:13][CH3:26])=[O:12], predict the reactants needed to synthesize it. The reactants are: S(=O)(=O)(O)O.CO.[NH2:8][C:9]1[CH:17]=[C:16]([C:18]2[CH:23]=[CH:22][CH:21]=[CH:20][CH:19]=2)[C:15]([O:24][CH3:25])=[CH:14][C:10]=1[C:11]([OH:13])=[O:12].[C:26](=O)(O)[O-].[Na+].